From a dataset of NCI-60 drug combinations with 297,098 pairs across 59 cell lines. Regression. Given two drug SMILES strings and cell line genomic features, predict the synergy score measuring deviation from expected non-interaction effect. (1) Drug 1: CS(=O)(=O)C1=CC(=C(C=C1)C(=O)NC2=CC(=C(C=C2)Cl)C3=CC=CC=N3)Cl. Drug 2: C1CC(=O)NC(=O)C1N2CC3=C(C2=O)C=CC=C3N. Cell line: SNB-19. Synergy scores: CSS=0.547, Synergy_ZIP=-0.518, Synergy_Bliss=-2.18, Synergy_Loewe=-0.654, Synergy_HSA=-2.20. (2) Drug 1: CN1C(=O)N2C=NC(=C2N=N1)C(=O)N. Drug 2: CS(=O)(=O)CCNCC1=CC=C(O1)C2=CC3=C(C=C2)N=CN=C3NC4=CC(=C(C=C4)OCC5=CC(=CC=C5)F)Cl. Cell line: NCI/ADR-RES. Synergy scores: CSS=4.82, Synergy_ZIP=-2.23, Synergy_Bliss=-2.77, Synergy_Loewe=-23.3, Synergy_HSA=-5.60. (3) Drug 1: CN(CCCl)CCCl.Cl. Drug 2: CC1=C(C(=O)C2=C(C1=O)N3CC4C(C3(C2COC(=O)N)OC)N4)N. Cell line: CCRF-CEM. Synergy scores: CSS=76.2, Synergy_ZIP=-2.81, Synergy_Bliss=-1.81, Synergy_Loewe=-5.00, Synergy_HSA=0.454.